From a dataset of Reaction yield outcomes from USPTO patents with 853,638 reactions. Predict the reaction yield, written as a fraction of the theoretical maximum amount of product (1.0 means a 100% yield; for example, 0.34 means a 34% yield). (1) The reactants are [NH2:1][C:2]1[C:7]([Cl:8])=[CH:6][C:5]([C:9]([F:12])([F:11])[F:10])=[CH:4][N:3]=1.[C:13]1(=O)[CH2:18][CH2:17][CH2:16][C:15](=[O:19])[CH2:14]1.O.C1(C)C=CC(S(O)(=O)=O)=CC=1.C(=O)(O)[O-].[Na+]. The catalyst is C1(C)C=CC=CC=1. The product is [Cl:8][C:7]1[C:2]([NH:1][C:13]2[CH2:18][CH2:17][CH2:16][C:15](=[O:19])[CH:14]=2)=[N:3][CH:4]=[C:5]([C:9]([F:12])([F:10])[F:11])[CH:6]=1. The yield is 0.470. (2) The reactants are C1(P(C2C=CC=CC=2)C2C=CC=CC=2)C=CC=CC=1.[F:20][CH:21]([F:25])[C:22](O)=O.C(N(CC)CC)C.[Br:33][C:34]1[N:39]=[CH:38][C:37]([NH2:40])=[C:36]([NH:41][CH:42]([CH3:44])[CH3:43])[CH:35]=1. The catalyst is O.C(Cl)(Cl)(Cl)Cl. The product is [Br:33][C:34]1[N:39]=[CH:38][C:37]2[N:40]=[C:22]([CH:21]([F:25])[F:20])[N:41]([CH:42]([CH3:44])[CH3:43])[C:36]=2[CH:35]=1. The yield is 0.630. (3) The reactants are Br[C:2]1[CH:7]=[CH:6][C:5]([N:8]([C:13]2[C:32]([CH:33]3[CH2:35][CH2:34]3)=[CH:31][C:16]3[C:17]([C:27]([NH:29][CH3:30])=[O:28])=[C:18]([C:20]4[CH:25]=[CH:24][C:23]([F:26])=[CH:22][CH:21]=4)[O:19][C:15]=3[CH:14]=2)[S:9]([CH3:12])(=[O:11])=[O:10])=[CH:4][C:3]=1[S:36]([CH3:39])(=[O:38])=[O:37].CC1(C)C(C)(C)[O:44][B:43](B2OC(C)(C)C(C)(C)O2)[O:42]1.C([O-])(=O)C.[K+].Cl.I([O-])(=O)(=O)=O.[Na+]. The catalyst is O1CCOCC1.CCOC(C)=O. The product is [CH:33]1([C:32]2[C:13]([N:8]([C:5]3[CH:6]=[CH:7][C:2]([B:43]([OH:44])[OH:42])=[C:3]([S:36]([CH3:39])(=[O:38])=[O:37])[CH:4]=3)[S:9]([CH3:12])(=[O:11])=[O:10])=[CH:14][C:15]3[O:19][C:18]([C:20]4[CH:25]=[CH:24][C:23]([F:26])=[CH:22][CH:21]=4)=[C:17]([C:27](=[O:28])[NH:29][CH3:30])[C:16]=3[CH:31]=2)[CH2:35][CH2:34]1. The yield is 0.0640. (4) The reactants are [CH3:1][C:2]1[C:3]([CH:13]=[O:14])=[CH:4][NH:5][C:6]=1[C:7]1[CH:12]=[CH:11][CH:10]=[CH:9][CH:8]=1.[H-].[Na+].C1OCCOCCOCCOCCOC1.Cl.[N:33]1[CH:38]=[CH:37][CH:36]=[C:35]([S:39](Cl)(=[O:41])=[O:40])[CH:34]=1. The catalyst is O1CCCC1.O. The product is [CH3:1][C:2]1[C:3]([CH:13]=[O:14])=[CH:4][N:5]([S:39]([C:35]2[CH:34]=[N:33][CH:38]=[CH:37][CH:36]=2)(=[O:41])=[O:40])[C:6]=1[C:7]1[CH:12]=[CH:11][CH:10]=[CH:9][CH:8]=1. The yield is 0.530. (5) The reactants are [CH2:1]([O:8][CH2:9][CH2:10][CH:11]1[CH2:20][CH2:19][C:14]2(OCC[O:15]2)[CH2:13][CH2:12]1)[C:2]1[CH:7]=[CH:6][CH:5]=[CH:4][CH:3]=1.O.CC1C=CC(S(O)(=O)=O)=CC=1. The catalyst is CC(C)=O. The product is [CH2:1]([O:8][CH2:9][CH2:10][CH:11]1[CH2:12][CH2:13][C:14](=[O:15])[CH2:19][CH2:20]1)[C:2]1[CH:7]=[CH:6][CH:5]=[CH:4][CH:3]=1. The yield is 0.970. (6) The reactants are [Br:1][C:2]1[CH:3]=[C:4]2[C:8](=[CH:9][CH:10]=1)[NH:7][CH:6]=[CH:5]2.[BH3-]C#N.[Na+]. The catalyst is CC(O)=O.O. The product is [Br:1][C:2]1[CH:3]=[C:4]2[C:8](=[CH:9][CH:10]=1)[NH:7][CH2:6][CH2:5]2. The yield is 0.710. (7) The reactants are [N:1]1([C:6]2[CH:29]=[CH:28][C:9]3[N:10]([C:13]4[CH:14]=[C:15]([NH:24]C(=O)C)[CH:16]=[C:17]([N:19]5[CH:23]=[CH:22][CH:21]=[N:20]5)[CH:18]=4)[CH:11]=[N:12][C:8]=3[CH:7]=2)[CH:5]=[CH:4][CH:3]=[N:2]1.[OH-].[Na+]. The catalyst is C(O)C. The product is [N:1]1([C:6]2[CH:29]=[CH:28][C:9]3[N:10]([C:13]4[CH:14]=[C:15]([CH:16]=[C:17]([N:19]5[CH:23]=[CH:22][CH:21]=[N:20]5)[CH:18]=4)[NH2:24])[CH:11]=[N:12][C:8]=3[CH:7]=2)[CH:5]=[CH:4][CH:3]=[N:2]1. The yield is 0.730. (8) The reactants are C(OC([N:8]1[C:16]2[C:11](=[CH:12][CH:13]=[C:14]([Br:17])[CH:15]=2)/[C:10](=[CH:18]/[C:19]2[CH:24]=[CH:23][CH:22]=[C:21]([Cl:25])[CH:20]=2)/[C:9]1=[O:26])=O)(C)(C)C.[C:27]([CH:30]=[N:31][C:32]([O:34][Si](C)(C)C)=[CH2:33])([CH3:29])=[CH2:28].FC(F)(F)C(O)=O. The catalyst is C1(C)C=CC=CC=1. The product is [Br:17][C:14]1[CH:15]=[C:16]2[NH:8][C:9](=[O:26])[C:10]3([CH:18]([C:19]4[CH:24]=[CH:23][CH:22]=[C:21]([Cl:25])[CH:20]=4)[CH2:33][C:32](=[O:34])[NH:31][CH:30]3[C:27]([CH3:29])=[CH2:28])[C:11]2=[CH:12][CH:13]=1. The yield is 0.400. (9) The reactants are [C:1]([O:5][C:6]([N:8]1[CH2:13][CH2:12][NH:11][CH2:10][CH2:9]1)=[O:7])([CH3:4])([CH3:3])[CH3:2].[F:14][C:15]1[CH:22]=[C:21]([N:23]2[CH2:28][CH2:27][O:26][CH2:25][CH2:24]2)[CH:20]=[CH:19][C:16]=1[CH:17]=O.C(O[BH-](OC(=O)C)OC(=O)C)(=O)C.[Na+]. The catalyst is ClCCl. The product is [F:14][C:15]1[CH:22]=[C:21]([N:23]2[CH2:24][CH2:25][O:26][CH2:27][CH2:28]2)[CH:20]=[CH:19][C:16]=1[CH2:17][N:11]1[CH2:12][CH2:13][N:8]([C:6]([O:5][C:1]([CH3:4])([CH3:2])[CH3:3])=[O:7])[CH2:9][CH2:10]1. The yield is 0.920.